Dataset: Full USPTO retrosynthesis dataset with 1.9M reactions from patents (1976-2016). Task: Predict the reactants needed to synthesize the given product. (1) Given the product [Cl:15][CH2:16][CH2:17][CH2:18][C:19]([C:2]1[CH:7]=[C:6]([F:8])[CH:5]=[CH:4][C:3]=1[F:9])=[O:20], predict the reactants needed to synthesize it. The reactants are: Br[C:2]1[CH:7]=[C:6]([F:8])[CH:5]=[CH:4][C:3]=1[F:9].C([Mg]Cl)(C)C.[Cl:15][CH2:16][CH2:17][CH2:18][C:19](N(OC)C)=[O:20]. (2) Given the product [N:35]1[C:27]([C:26]2[C:21]([NH:20][C:15]3[C:14]([F:42])=[C:13]([NH:12][S:9]([C:6]4[CH:7]=[CH:8][C:3]([Cl:2])=[CH:4][C:5]=4[F:43])(=[O:11])=[O:10])[CH:18]=[CH:17][C:16]=3[F:19])=[N:22][CH:23]=[CH:24][CH:25]=2)=[C:28]2[C:32]([NH:31][CH:30]=[N:29]2)=[N:33][CH:34]=1, predict the reactants needed to synthesize it. The reactants are: Cl.[Cl:2][C:3]1[CH:8]=[CH:7][C:6]([S:9]([NH:12][C:13]2[CH:18]=[CH:17][C:16]([F:19])=[C:15]([NH:20][C:21]3[C:26]([C:27]4[N:35]=[CH:34][N:33]=[C:32]5[C:28]=4[N:29]=[CH:30][N:31]5C4CCCCO4)=[CH:25][CH:24]=[CH:23][N:22]=3)[C:14]=2[F:42])(=[O:11])=[O:10])=[C:5]([F:43])[CH:4]=1. (3) Given the product [N:25]1([CH2:6][CH2:7][C:8]2[O:9][C:10]3[CH:16]=[CH:15][C:14]([C:17]4[CH:22]=[CH:21][C:20]([C:23]#[N:24])=[CH:19][CH:18]=4)=[CH:13][C:11]=3[CH:12]=2)[CH:29]=[CH:28][N:27]=[CH:26]1, predict the reactants needed to synthesize it. The reactants are: CS(O[CH2:6][CH2:7][C:8]1[O:9][C:10]2[CH:16]=[CH:15][C:14]([C:17]3[CH:22]=[CH:21][C:20]([C:23]#[N:24])=[CH:19][CH:18]=3)=[CH:13][C:11]=2[CH:12]=1)(=O)=O.[NH:25]1[CH:29]=[CH:28][N:27]=[CH:26]1.